Dataset: Peptide-MHC class I binding affinity with 185,985 pairs from IEDB/IMGT. Task: Regression. Given a peptide amino acid sequence and an MHC pseudo amino acid sequence, predict their binding affinity value. This is MHC class I binding data. The peptide sequence is CINGVCWTV. The MHC is HLA-A02:03 with pseudo-sequence HLA-A02:03. The binding affinity (normalized) is 0.418.